Dataset: Forward reaction prediction with 1.9M reactions from USPTO patents (1976-2016). Task: Predict the product of the given reaction. (1) Given the reactants [F:1][C:2]1[CH:7]=[CH:6][C:5]([C:8]2([C:18]3[CH:23]=[CH:22][C:21]([F:24])=[CH:20][CH:19]=3)[CH2:12][CH2:11][N:10]([CH2:13][C:14]([OH:16])=O)[C:9]2=[O:17])=[CH:4][CH:3]=1.C(Cl)(=O)C(Cl)=O.[F:31][C:32]([F:41])([F:40])[C:33]1[N:38]=[CH:37][C:36]([NH2:39])=[CH:35][CH:34]=1.CN1CCOCC1, predict the reaction product. The product is: [F:24][C:21]1[CH:22]=[CH:23][C:18]([C:8]2([C:5]3[CH:4]=[CH:3][C:2]([F:1])=[CH:7][CH:6]=3)[CH2:12][CH2:11][N:10]([CH2:13][C:14]([NH:39][C:36]3[CH:37]=[N:38][C:33]([C:32]([F:41])([F:31])[F:40])=[CH:34][CH:35]=3)=[O:16])[C:9]2=[O:17])=[CH:19][CH:20]=1. (2) Given the reactants [Cl:1][C:2]1[CH:3]=[C:4]([CH:8]2[C:17]3[C:12](=[CH:13][CH:14]=[C:15]([O:18][CH3:19])[CH:16]=3)[CH2:11][CH2:10][CH2:9]2)[CH:5]=[CH:6][CH:7]=1.[OH2:20], predict the reaction product. The product is: [Cl:1][C:2]1[CH:3]=[C:4]([CH:8]2[C:17]3[C:12](=[CH:13][CH:14]=[C:15]([O:18][CH3:19])[CH:16]=3)[C:11](=[O:20])[CH2:10][CH2:9]2)[CH:5]=[CH:6][CH:7]=1.